Dataset: Reaction yield outcomes from USPTO patents with 853,638 reactions. Task: Predict the reaction yield, written as a fraction of the theoretical maximum amount of product (1.0 means a 100% yield; for example, 0.34 means a 34% yield). (1) The reactants are O.O.[Sn](Cl)Cl.[CH3:6][O:7][C:8]1[C:13]([N+:14]([O-])=O)=[CH:12][C:11]([C:17]2([CH3:20])[CH2:19][CH2:18]2)=[CH:10][C:9]=1[N+:21]([O-])=O.[OH-].[Na+]. The catalyst is C(OCC)(=O)C. The product is [CH3:6][O:7][C:8]1[C:13]([NH2:14])=[CH:12][C:11]([C:17]2([CH3:20])[CH2:19][CH2:18]2)=[CH:10][C:9]=1[NH2:21]. The yield is 0.520. (2) The reactants are C(=O)([O-])[O-].[K+].[K+].Cl[C:8]1[N:13]=[C:12]2[N:14]([CH3:18])[N:15]=[C:16]([CH3:17])[C:11]2=[CH:10][C:9]=1[CH:19]=[O:20].[CH2:21]([NH:23][CH2:24][C@@H:25]1[CH2:29][CH2:28][CH2:27][O:26]1)[CH3:22].O. The catalyst is CN(C)C=O.C(OCC)(=O)C. The product is [CH2:21]([N:23]([CH2:24][C@@H:25]1[CH2:29][CH2:28][CH2:27][O:26]1)[C:8]1[N:13]=[C:12]2[N:14]([CH3:18])[N:15]=[C:16]([CH3:17])[C:11]2=[CH:10][C:9]=1[CH:19]=[O:20])[CH3:22]. The yield is 0.530. (3) The reactants are [C:1]([CH2:3][N:4]1[CH:8]=[C:7]([CH2:9][N:10]([C@@H:28]([CH:30]2[CH2:33][CH2:32][CH2:31]2)[CH3:29])C(=O)OCC2C3C=CC=CC=3C3C2=CC=CC=3)[N:6]=[N:5]1)#[N:2].N1CCCCC1. The catalyst is CN(C=O)C. The product is [CH:30]1([C@H:28]([NH:10][CH2:9][C:7]2[N:6]=[N:5][N:4]([CH2:3][C:1]#[N:2])[CH:8]=2)[CH3:29])[CH2:31][CH2:32][CH2:33]1. The yield is 0.670. (4) The reactants are [CH3:1][O:2][C:3]1[CH:25]=[CH:24][C:6]([CH2:7][N:8]2[C:12]([N:13]3[CH2:17][CH2:16][CH2:15][CH2:14]3)=[N:11][C:10]([C:18]#[C:19][Si](C)(C)C)=[N:9]2)=[CH:5][CH:4]=1.[OH-].[Na+]. The catalyst is CO.C(OCC)(=O)C. The product is [C:18]([C:10]1[N:11]=[C:12]([N:13]2[CH2:17][CH2:16][CH2:15][CH2:14]2)[N:8]([CH2:7][C:6]2[CH:5]=[CH:4][C:3]([O:2][CH3:1])=[CH:25][CH:24]=2)[N:9]=1)#[CH:19]. The yield is 1.10. (5) The reactants are [Br:1][C:2]1[CH:10]=[C:9]2[C:5]([C:6](=[O:12])C(=O)[NH:8]2)=[CH:4][CH:3]=1.[OH-:13].[Na+].Cl. The catalyst is OO. The product is [NH2:8][C:9]1[CH:10]=[C:2]([Br:1])[CH:3]=[CH:4][C:5]=1[C:6]([OH:12])=[O:13]. The yield is 0.210. (6) The reactants are [Cl:1][C:2]1[CH:3]=[N+:4]([O-:40])[CH:5]=[C:6]([Cl:39])[C:7]=1[CH2:8][C@H:9]([O:25][C:26](=[O:38])[CH2:27][O:28][C:29](=[O:37])[C:30]1[CH:35]=[CH:34][C:33](Cl)=[N:32][CH:31]=1)[C:10]1[CH:15]=[CH:14][C:13]([O:16][CH:17]([F:19])[F:18])=[C:12]([O:20][CH2:21][CH:22]2[CH2:24][CH2:23]2)[CH:11]=1.[CH3:41][NH:42][CH3:43]. The catalyst is C1COCC1. The product is [Cl:1][C:2]1[CH:3]=[N+:4]([O-:40])[CH:5]=[C:6]([Cl:39])[C:7]=1[CH2:8][C@@H:9]([C:10]1[CH:15]=[CH:14][C:13]([O:16][CH:17]([F:18])[F:19])=[C:12]([O:20][CH2:21][CH:22]2[CH2:24][CH2:23]2)[CH:11]=1)[O:25][C:26](=[O:38])[CH2:27][O:28][C:29](=[O:37])[C:30]1[CH:35]=[CH:34][C:33]([N:42]([CH3:43])[CH3:41])=[N:32][CH:31]=1. The yield is 0.880.